Dataset: Reaction yield outcomes from USPTO patents with 853,638 reactions. Task: Predict the reaction yield, written as a fraction of the theoretical maximum amount of product (1.0 means a 100% yield; for example, 0.34 means a 34% yield). (1) The reactants are [C:1]([O:5][C:6](=[O:31])[C:7]([S:10][C:11]1[CH:16]=[CH:15][C:14]([C:17]2[N:18]([CH2:26][CH2:27][CH2:28][CH2:29][CH3:30])[CH:19]=[C:20]([C:22]([O:24]C)=[O:23])[N:21]=2)=[CH:13][CH:12]=1)([CH3:9])[CH3:8])([CH3:4])([CH3:3])[CH3:2].[OH-].[K+].Cl. The catalyst is C(O)C. The product is [C:1]([O:5][C:6](=[O:31])[C:7]([S:10][C:11]1[CH:16]=[CH:15][C:14]([C:17]2[N:18]([CH2:26][CH2:27][CH2:28][CH2:29][CH3:30])[CH:19]=[C:20]([C:22]([OH:24])=[O:23])[N:21]=2)=[CH:13][CH:12]=1)([CH3:9])[CH3:8])([CH3:4])([CH3:2])[CH3:3]. The yield is 0.990. (2) The reactants are Cl.[CH3:2][O:3][CH2:4][C:5]([N:7]1[CH2:12][CH2:11][N:10]([C:13]2[N:18]=[CH:17][C:16]([NH2:19])=[CH:15][CH:14]=2)[CH2:9][CH2:8]1)=[O:6].Cl[C:21]1[N:26]=[C:25]([C:27]2[S:31][C:30]([NH:32][CH2:33][CH3:34])=[N:29][C:28]=2[C:35]2[CH:40]=[C:39]([O:41][CH3:42])[CH:38]=[C:37]([CH3:43])[CH:36]=2)[CH:24]=[CH:23][N:22]=1. The catalyst is C(O)CCC.CO. The product is [CH2:33]([NH:32][C:30]1[S:31][C:27]([C:25]2[CH:24]=[CH:23][N:22]=[C:21]([NH:19][C:16]3[CH:17]=[N:18][C:13]([N:10]4[CH2:9][CH2:8][N:7]([C:5](=[O:6])[CH2:4][O:3][CH3:2])[CH2:12][CH2:11]4)=[CH:14][CH:15]=3)[N:26]=2)=[C:28]([C:35]2[CH:40]=[C:39]([O:41][CH3:42])[CH:38]=[C:37]([CH3:43])[CH:36]=2)[N:29]=1)[CH3:34]. The yield is 0.0750. (3) The reactants are [Br:1][C:2]1[CH:7]=[CH:6][C:5]([C@H:8]2[CH2:19][CH2:18][C@@:10]3([NH:14]C(=O)N(C)[C:11]3=[O:17])[CH2:9]2)=[CH:4][CH:3]=1.[OH-].[Na+].[O:22]1CCOCC1.Cl. The catalyst is O.C(O)(=O)C. The product is [NH2:14][C@:10]1([C:11]([OH:22])=[O:17])[CH2:18][CH2:19][C@H:8]([C:5]2[CH:6]=[CH:7][C:2]([Br:1])=[CH:3][CH:4]=2)[CH2:9]1. The yield is 0.950. (4) The reactants are C[O:2][C:3]1[CH:4]=[C:5]2[C:10](=[CH:11][CH:12]=1)[C:9]([O:13][C:14]1[CH:28]=[CH:27][C:17]([O:18][CH2:19][CH2:20][N:21]3[CH2:26][CH2:25][CH2:24][CH2:23][CH2:22]3)=[CH:16][CH:15]=1)=[C:8]([C:29]1[CH:34]=[CH:33][C:32]([S:35]([C:38]([F:41])([F:40])[F:39])(=[O:37])=[O:36])=[CH:31][CH:30]=1)[CH:7]=[CH:6]2.Cl.CCOCC.B(Br)(Br)Br.C(=O)(O)[O-].[Na+]. The catalyst is ClCCl. The product is [N:21]1([CH2:20][CH2:19][O:18][C:17]2[CH:27]=[CH:28][C:14]([O:13][C:9]3[C:8]([C:29]4[CH:34]=[CH:33][C:32]([S:35]([C:38]([F:39])([F:40])[F:41])(=[O:36])=[O:37])=[CH:31][CH:30]=4)=[CH:7][CH:6]=[C:5]4[C:10]=3[CH:11]=[CH:12][C:3]([OH:2])=[CH:4]4)=[CH:15][CH:16]=2)[CH2:26][CH2:25][CH2:24][CH2:23][CH2:22]1. The yield is 0.810. (5) The reactants are [F:1][C:2]1[CH:7]=[CH:6][C:5]([C:8]2[C:17]3[C:12](=[CH:13][CH:14]=[CH:15][CH:16]=3)[C:11]([NH:18][C:19]3[CH:24]=[CH:23][C:22]([S:25][C:26]4[C:35]5[C:30](=[CH:31][C:32]([O:36][CH3:37])=[CH:33][N:34]=5)[N:29]=[CH:28][CH:27]=4)=[CH:21][CH:20]=3)=[N:10][N:9]=2)=[CH:4][CH:3]=1.C1C=C(Cl)C=C(C(OO)=[O:46])C=1. The catalyst is C(Cl)Cl.C(Cl)(Cl)Cl. The product is [NH4+:9].[OH-:36].[F:1][C:2]1[CH:3]=[CH:4][C:5]([C:8]2[C:17]3[C:12](=[CH:13][CH:14]=[CH:15][CH:16]=3)[C:11]([NH:18][C:19]3[CH:20]=[CH:21][C:22]([S:25]([C:26]4[C:35]5[C:30](=[CH:31][C:32]([O:36][CH3:37])=[CH:33][N:34]=5)[N:29]=[CH:28][CH:27]=4)=[O:46])=[CH:23][CH:24]=3)=[N:10][N:9]=2)=[CH:6][CH:7]=1. The yield is 0.0100.